This data is from CYP2D6 inhibition data for predicting drug metabolism from PubChem BioAssay. The task is: Regression/Classification. Given a drug SMILES string, predict its absorption, distribution, metabolism, or excretion properties. Task type varies by dataset: regression for continuous measurements (e.g., permeability, clearance, half-life) or binary classification for categorical outcomes (e.g., BBB penetration, CYP inhibition). Dataset: cyp2d6_veith. (1) The molecule is Cc1cc2c(cc1S(N)(=O)=O)S(=O)(=O)CCC2. The result is 0 (non-inhibitor). (2) The drug is COC(=O)[C@@]1(Cc2ccc(F)cc2)[C@H]2c3cc(C(=O)N4CCCC4)n(Cc4ccc(S(C)(=O)=O)cc4)c3C[C@H]2CN1C(=O)c1ccccc1. The result is 0 (non-inhibitor). (3) The drug is O=C(O)c1cc(-c2ccc(F)cc2F)ccc1O. The result is 0 (non-inhibitor). (4) The drug is c1ccc(CNc2nc(-c3cccnc3)nc3ccccc23)cc1. The result is 1 (inhibitor). (5) The molecule is COC(=O)c1c(-c2cc(OC)c(OC)c(OC)c2)c2ccnc(OCc3ncccn3)c2c(=O)n1Cc1ccnc(C)c1. The result is 0 (non-inhibitor).